This data is from Peptide-MHC class II binding affinity with 134,281 pairs from IEDB. The task is: Regression. Given a peptide amino acid sequence and an MHC pseudo amino acid sequence, predict their binding affinity value. This is MHC class II binding data. The peptide sequence is LQGPFNFRFLTEKGMKNVFDDVVPEKYTIG. The MHC is DRB3_0202 with pseudo-sequence DRB3_0202. The binding affinity (normalized) is 0.